From a dataset of Forward reaction prediction with 1.9M reactions from USPTO patents (1976-2016). Predict the product of the given reaction. (1) The product is: [CH3:12][C@H:13]1[NH:14][CH2:15][CH2:16][N:17]([C:8]2[CH:9]=[CH:10][C:5]([S:2]([CH3:1])(=[O:4])=[O:3])=[CH:6][CH:7]=2)[CH2:18]1. Given the reactants [CH3:1][S:2]([C:5]1[CH:10]=[CH:9][C:8](F)=[CH:7][CH:6]=1)(=[O:4])=[O:3].[CH3:12][C@@H:13]1[CH2:18][NH:17][CH2:16][CH2:15][NH:14]1.C([O-])([O-])=O.[K+].[K+], predict the reaction product. (2) Given the reactants [CH3:1][N:2]([CH3:21])[CH2:3][CH2:4][O:5][C:6]1[N:11]=[CH:10][C:9]([NH2:12])=[CH:8][C:7]=1[C:13]1[CH:14]=[N:15][C:16]([O:19][CH3:20])=[N:17][CH:18]=1.C([O-])(=O)C.[Na+].[S-:27][C:28]#[N:29].[K+].BrBr, predict the reaction product. The product is: [CH3:1][N:2]([CH3:21])[CH2:3][CH2:4][O:5][C:6]1[N:11]=[C:10]2[S:27][C:28]([NH2:29])=[N:12][C:9]2=[CH:8][C:7]=1[C:13]1[CH:18]=[N:17][C:16]([O:19][CH3:20])=[N:15][CH:14]=1. (3) Given the reactants [CH3:1][S:2](Cl)(=[O:4])=[O:3].[CH:6]([Si:9]([CH:19]([CH3:21])[CH3:20])([CH:16]([CH3:18])[CH3:17])[O:10][CH2:11][CH2:12][CH:13]([OH:15])[CH3:14])([CH3:8])[CH3:7].C(N(CC)CC)C, predict the reaction product. The product is: [CH3:14][C@H:13]([O:15][S:2]([CH3:1])(=[O:4])=[O:3])[CH2:12][CH2:11][O:10][Si:9]([CH:6]([CH3:8])[CH3:7])([CH:16]([CH3:18])[CH3:17])[CH:19]([CH3:21])[CH3:20]. (4) Given the reactants [S:1]([C:5]1[C:6](C(OC)=O)=[CH:7][S:8][CH:9]=1)(=[O:4])(=[O:3])[NH2:2].[CH3:14][O-:15].[Na+].Cl, predict the reaction product. The product is: [O:4]=[S:1]1(=[O:3])[C:5]2[CH:6]=[CH:7][S:8][C:9]=2[C:14](=[O:15])[NH:2]1. (5) Given the reactants [C:1]([O:5][C:6]([N:8]1[CH2:13][CH2:12][CH2:11][C@@H:10]([C:14]([OH:16])=O)[CH2:9]1)=[O:7])([CH3:4])([CH3:3])[CH3:2].C(N1C=CN=C1)(N1C=CN=C1)=O.[NH:29]1[CH2:33][CH2:32][CH2:31][CH2:30]1, predict the reaction product. The product is: [N:29]1([C:14]([C@@H:10]2[CH2:11][CH2:12][CH2:13][N:8]([C:6]([O:5][C:1]([CH3:2])([CH3:3])[CH3:4])=[O:7])[CH2:9]2)=[O:16])[CH2:33][CH2:32][CH2:31][CH2:30]1. (6) Given the reactants [Br:1][C:2]1[C:3]([CH2:9][N:10]2[C@@H:14]([CH3:15])[C@@H:13]([C:16]3[CH:21]=[C:20]([C:22]([F:25])([F:24])[F:23])[CH:19]=[C:18]([F:26])[CH:17]=3)[O:12][C:11]2=[O:27])=[N:4][C:5](Cl)=[CH:6][CH:7]=1.Cl.[F:29][C:30]1([F:34])[CH2:33][NH:32][CH2:31]1.C(N(CC)CC)C, predict the reaction product. The product is: [Br:1][C:2]1[C:3]([CH2:9][N:10]2[C@@H:14]([CH3:15])[C@@H:13]([C:16]3[CH:21]=[C:20]([C:22]([F:25])([F:24])[F:23])[CH:19]=[C:18]([F:26])[CH:17]=3)[O:12][C:11]2=[O:27])=[N:4][C:5]([N:32]2[CH2:33][C:30]([F:34])([F:29])[CH2:31]2)=[CH:6][CH:7]=1. (7) Given the reactants C(N(CC)CC)C.[Br:8][C:9]1[CH:18]=[CH:17][C:12]([C:13](Cl)=[N:14][OH:15])=[CH:11][CH:10]=1.[CH2:19]([NH:22][C:23]([C:25]1[S:26][C:27]([Cl:30])=[CH:28][CH:29]=1)=[O:24])[CH:20]=[CH2:21], predict the reaction product. The product is: [Br:8][C:9]1[CH:18]=[CH:17][C:12]([C:13]2[CH2:21][CH:20]([CH2:19][NH:22][C:23]([C:25]3[S:26][C:27]([Cl:30])=[CH:28][CH:29]=3)=[O:24])[O:15][N:14]=2)=[CH:11][CH:10]=1. (8) Given the reactants C(OC([NH:8][CH2:9][C:10]1[CH:15]=[CH:14][C:13]([N:16]([CH3:41])[C:17]2[CH:22]=[CH:21][C:20]([C:23]([F:26])([F:25])[F:24])=[CH:19][C:18]=2[NH:27][C:28]([C:30]2[CH:38]=[C:37]([Cl:39])[C:36]([Cl:40])=[CH:35][C:31]=2[C:32]([OH:34])=[O:33])=[O:29])=[CH:12][CH:11]=1)=O)(C)(C)C.Cl, predict the reaction product. The product is: [NH2:8][CH2:9][C:10]1[CH:11]=[CH:12][C:13]([N:16]([CH3:41])[C:17]2[CH:22]=[CH:21][C:20]([C:23]([F:25])([F:26])[F:24])=[CH:19][C:18]=2[NH:27][C:28]([C:30]2[CH:38]=[C:37]([Cl:39])[C:36]([Cl:40])=[CH:35][C:31]=2[C:32]([OH:34])=[O:33])=[O:29])=[CH:14][CH:15]=1. (9) Given the reactants [Br:1][C:2]1[C:3]([OH:22])=[C:4]([Cl:21])[C:5]2[C:10]([CH:11]=1)=[CH:9][C:8]([C:12]1[CH:17]=[CH:16][C:15]([O:18]C)=[CH:14][CH:13]=1)=[CH:7][C:6]=2[Cl:20].B(Br)(Br)Br, predict the reaction product. The product is: [Br:1][C:2]1[C:3]([OH:22])=[C:4]([Cl:21])[C:5]2[C:10]([CH:11]=1)=[CH:9][C:8]([C:12]1[CH:13]=[CH:14][C:15]([OH:18])=[CH:16][CH:17]=1)=[CH:7][C:6]=2[Cl:20]. (10) Given the reactants [NH:1]1[CH2:3][CH:2]1[C:4]([O:6][CH3:7])=[O:5].C(N(CC)CC)C.[Cl:15][C:16]1[S:20][C:19]([C:21](Cl)=[O:22])=[CH:18][CH:17]=1, predict the reaction product. The product is: [Cl:15][C:16]1[S:20][C:19]([C:21]([N:1]2[CH2:3][CH:2]2[C:4]([O:6][CH3:7])=[O:5])=[O:22])=[CH:18][CH:17]=1.